From a dataset of Peptide-MHC class I binding affinity with 185,985 pairs from IEDB/IMGT. Regression. Given a peptide amino acid sequence and an MHC pseudo amino acid sequence, predict their binding affinity value. This is MHC class I binding data. (1) The peptide sequence is SILSLETVK. The MHC is HLA-A03:01 with pseudo-sequence HLA-A03:01. The binding affinity (normalized) is 0.703. (2) The peptide sequence is RVTKRDESSI. The MHC is HLA-A68:02 with pseudo-sequence HLA-A68:02. The binding affinity (normalized) is 0.160.